From a dataset of NCI-60 drug combinations with 297,098 pairs across 59 cell lines. Regression. Given two drug SMILES strings and cell line genomic features, predict the synergy score measuring deviation from expected non-interaction effect. (1) Drug 1: C1C(C(OC1N2C=NC(=NC2=O)N)CO)O. Drug 2: COCCOC1=C(C=C2C(=C1)C(=NC=N2)NC3=CC=CC(=C3)C#C)OCCOC.Cl. Cell line: OVCAR-8. Synergy scores: CSS=18.0, Synergy_ZIP=-4.15, Synergy_Bliss=-0.508, Synergy_Loewe=-1.95, Synergy_HSA=2.35. (2) Drug 1: C1=C(C(=O)NC(=O)N1)N(CCCl)CCCl. Drug 2: CC1=C(C(=CC=C1)Cl)NC(=O)C2=CN=C(S2)NC3=CC(=NC(=N3)C)N4CCN(CC4)CCO. Cell line: M14. Synergy scores: CSS=28.7, Synergy_ZIP=13.7, Synergy_Bliss=9.88, Synergy_Loewe=-3.38, Synergy_HSA=-2.85. (3) Drug 1: C1CCN(CC1)CCOC2=CC=C(C=C2)C(=O)C3=C(SC4=C3C=CC(=C4)O)C5=CC=C(C=C5)O. Drug 2: C1CC(=O)NC(=O)C1N2CC3=C(C2=O)C=CC=C3N. Cell line: SF-539. Synergy scores: CSS=1.15, Synergy_ZIP=-1.82, Synergy_Bliss=-3.00, Synergy_Loewe=-0.644, Synergy_HSA=-1.46. (4) Drug 1: CC1C(C(CC(O1)OC2CC(CC3=C2C(=C4C(=C3O)C(=O)C5=C(C4=O)C(=CC=C5)OC)O)(C(=O)C)O)N)O.Cl. Drug 2: CCCS(=O)(=O)NC1=C(C(=C(C=C1)F)C(=O)C2=CNC3=C2C=C(C=N3)C4=CC=C(C=C4)Cl)F. Cell line: CAKI-1. Synergy scores: CSS=35.6, Synergy_ZIP=-3.84, Synergy_Bliss=-2.44, Synergy_Loewe=-22.3, Synergy_HSA=-0.328. (5) Drug 1: CNC(=O)C1=CC=CC=C1SC2=CC3=C(C=C2)C(=NN3)C=CC4=CC=CC=N4. Drug 2: CC(C)CN1C=NC2=C1C3=CC=CC=C3N=C2N. Cell line: TK-10. Synergy scores: CSS=-1.18, Synergy_ZIP=0.253, Synergy_Bliss=-4.79, Synergy_Loewe=-7.91, Synergy_HSA=-6.73. (6) Drug 1: C1=NC(=NC(=O)N1C2C(C(C(O2)CO)O)O)N. Drug 2: CC12CCC3C(C1CCC2O)C(CC4=C3C=CC(=C4)O)CCCCCCCCCS(=O)CCCC(C(F)(F)F)(F)F. Cell line: HCT-15. Synergy scores: CSS=12.1, Synergy_ZIP=-3.45, Synergy_Bliss=2.44, Synergy_Loewe=4.30, Synergy_HSA=5.23. (7) Drug 1: C1=CC(=CC=C1CCC2=CNC3=C2C(=O)NC(=N3)N)C(=O)NC(CCC(=O)O)C(=O)O. Drug 2: CC1C(C(CC(O1)OC2CC(CC3=C2C(=C4C(=C3O)C(=O)C5=C(C4=O)C(=CC=C5)OC)O)(C(=O)C)O)N)O.Cl. Cell line: HL-60(TB). Synergy scores: CSS=74.2, Synergy_ZIP=7.21, Synergy_Bliss=7.74, Synergy_Loewe=4.69, Synergy_HSA=9.31.